Dataset: Experimentally validated miRNA-target interactions with 360,000+ pairs, plus equal number of negative samples. Task: Binary Classification. Given a miRNA mature sequence and a target amino acid sequence, predict their likelihood of interaction. The protein sequence of the target gene is MATPGNLGSSVLASKTKTKKKHFVAQKVKLFRASDPLLSVLMWGVNHSINELSHVQIPVMLMPDDFKAYSKIKVDNHLFNKENMPSHFKFKEYCPMVFRNLRERFGIDDQDFQNSLTRSAPLPNDSQARSGARFHTSYDKRYVIKTITSEDVAEMHNILKKYHQYIVECHGVTLLPQFLGMYRLNVDGVEIYVIVTRNVFSHRLSVYRKYDLKGSTVAREASDKEKAKELPTLKDNDFINEGQKIYIDDNNKKIFLEKLKKDVEFLAQLKLMDYSLLVGIHDVERAEQEEVECEENDGEE.... The miRNA is hsa-miR-676-3p with sequence CUGUCCUAAGGUUGUUGAGUU. Result: 0 (no interaction).